Dataset: Forward reaction prediction with 1.9M reactions from USPTO patents (1976-2016). Task: Predict the product of the given reaction. (1) Given the reactants C(OC([NH:8][C@:9]([CH3:40])([CH2:20][CH2:21][C:22]1[N:23]([CH3:39])[C:24]([C:27](=[O:38])[CH2:28][CH2:29][CH2:30][CH2:31][C:32]2[CH:37]=[CH:36][CH:35]=[CH:34][CH:33]=2)=[CH:25][CH:26]=1)[CH2:10][CH2:11][P:12](=[O:19])([O:16]CC)[O:13]CC)=O)(C)(C)C.Br[Si](C)(C)C, predict the reaction product. The product is: [NH2:8][C@:9]([CH3:40])([CH2:20][CH2:21][C:22]1[N:23]([CH3:39])[C:24]([C:27](=[O:38])[CH2:28][CH2:29][CH2:30][CH2:31][C:32]2[CH:33]=[CH:34][CH:35]=[CH:36][CH:37]=2)=[CH:25][CH:26]=1)[CH2:10][CH2:11][P:12](=[O:13])([OH:16])[OH:19]. (2) Given the reactants [CH3:1][N:2]1[CH:6]=[C:5]([N+:7]([O-:9])=[O:8])[CH:4]=[N:3]1.[CH2:10]1[O:20][C:13]2([CH2:18][CH2:17][C:16](=[O:19])[CH2:15][CH2:14]2)[O:12][CH2:11]1, predict the reaction product. The product is: [CH3:1][N:2]1[C:6]([C:16]2([OH:19])[CH2:17][CH2:18][C:13]3([O:20][CH2:10][CH2:11][O:12]3)[CH2:14][CH2:15]2)=[C:5]([N+:7]([O-:9])=[O:8])[CH:4]=[N:3]1. (3) Given the reactants [N+:1]([C:4]1[CH:5]=[C:6](B(O)O)[CH:7]=[CH:8][CH:9]=1)([O-:3])=[O:2].Br[C:14]1[CH:20]=[CH:19][C:17]([NH2:18])=[CH:16][C:15]=1[Cl:21], predict the reaction product. The product is: [Cl:21][C:15]1[CH:16]=[C:17]([NH2:18])[CH:19]=[CH:20][C:14]=1[C:6]1[CH:7]=[CH:8][CH:9]=[C:4]([N+:1]([O-:3])=[O:2])[CH:5]=1.